Dataset: Full USPTO retrosynthesis dataset with 1.9M reactions from patents (1976-2016). Task: Predict the reactants needed to synthesize the given product. Given the product [Cl:14][C:7]1[NH:6][C:5]2[CH:10]=[CH:11][C:2]([Cl:1])=[CH:3][C:4]=2[N:8]=1, predict the reactants needed to synthesize it. The reactants are: [Cl:1][C:2]1[CH:11]=[CH:10][C:5]2[NH:6][C:7](=O)[NH:8][C:4]=2[CH:3]=1.P(Cl)(Cl)([Cl:14])=O.